Dataset: Reaction yield outcomes from USPTO patents with 853,638 reactions. Task: Predict the reaction yield, written as a fraction of the theoretical maximum amount of product (1.0 means a 100% yield; for example, 0.34 means a 34% yield). (1) No catalyst specified. The product is [F:27][C:24]1[CH:25]=[CH:26][C:21]([C:13]2[C:12]([CH2:11][O:10][C:7]3[CH:8]=[CH:9][C:4]([C:3]([NH:34][CH3:33])=[O:28])=[CH:5][N:6]=3)=[C:16]([C:17]([F:18])([F:20])[F:19])[O:15][N:14]=2)=[CH:22][CH:23]=1. The yield is 0.660. The reactants are CO[C:3](=[O:28])[C:4]1[CH:9]=[CH:8][C:7]([O:10][CH2:11][C:12]2[C:13]([C:21]3[CH:26]=[CH:25][C:24]([F:27])=[CH:23][CH:22]=3)=[N:14][O:15][C:16]=2[C:17]([F:20])([F:19])[F:18])=[N:6][CH:5]=1.COC(=O)C1C=CC(OCC2C(C3C=CC=CC=3)=NOC=2C(F)(F)F)=[N:34][CH:33]=1. (2) The reactants are [C:1]([O:5][C:6]([N:8]1[C:12]([C:13]#[N:14])=[CH:11][CH:10]=[C:9]1[C:15]1[CH:27]=[CH:26][C:18]2[NH:19][C:20](=O)[O:21][C:22]([CH3:24])([CH3:23])[C:17]=2[CH:16]=1)=[O:7])([CH3:4])([CH3:3])[CH3:2].COC1C=CC(P2(SP(C3C=CC(OC)=CC=3)(=S)S2)=[S:37])=CC=1. The catalyst is C1(C)C=CC=CC=1. The product is [C:13]([C:12]1[N:8]([C:6]([O:5][C:1]([CH3:4])([CH3:3])[CH3:2])=[O:7])[C:9]([C:15]2[CH:27]=[CH:26][C:18]3[NH:19][C:20](=[S:37])[O:21][C:22]([CH3:24])([CH3:23])[C:17]=3[CH:16]=2)=[CH:10][CH:11]=1)#[N:14]. The yield is 0.380. (3) The reactants are [C:1]1([C@H:7]([NH:9][C:10]([N:12]2[C:15](=[O:16])[C@H:14]([S:17][C:18]3[CH:23]=[CH:22][CH:21]=[C:20]([N+:24]([O-])=O)[CH:19]=3)[C@H:13]2[C:27]([O:29][CH2:30][CH3:31])=[O:28])=[O:11])[CH3:8])[CH:6]=[CH:5][CH:4]=[CH:3][CH:2]=1.O.[Sn](Cl)(Cl)(Cl)Cl. The catalyst is C(OCC)(=O)C. The product is [C:1]1([C@H:7]([NH:9][C:10]([N:12]2[C:15](=[O:16])[C@H:14]([S:17][C:18]3[CH:23]=[CH:22][CH:21]=[C:20]([NH2:24])[CH:19]=3)[C@H:13]2[C:27]([O:29][CH2:30][CH3:31])=[O:28])=[O:11])[CH3:8])[CH:2]=[CH:3][CH:4]=[CH:5][CH:6]=1. The yield is 0.720. (4) The reactants are [NH:1]1[C:9]2[C:4](=[CH:5][CH:6]=[CH:7][CH:8]=2)[CH:3]=[C:2]1[C:10]([OH:12])=O.C([Cl:16])(=O)C.P(Cl)(Cl)(Cl)(Cl)Cl. The catalyst is CCOCC. The product is [NH:1]1[C:9]2[C:4](=[CH:5][CH:6]=[CH:7][CH:8]=2)[CH:3]=[C:2]1[C:10]([Cl:16])=[O:12]. The yield is 0.730.